This data is from NCI-60 drug combinations with 297,098 pairs across 59 cell lines. The task is: Regression. Given two drug SMILES strings and cell line genomic features, predict the synergy score measuring deviation from expected non-interaction effect. (1) Synergy scores: CSS=45.6, Synergy_ZIP=-4.48, Synergy_Bliss=-4.05, Synergy_Loewe=0.961, Synergy_HSA=1.94. Drug 2: CC1=C(C(=O)C2=C(C1=O)N3CC4C(C3(C2COC(=O)N)OC)N4)N. Cell line: MCF7. Drug 1: CCCCC(=O)OCC(=O)C1(CC(C2=C(C1)C(=C3C(=C2O)C(=O)C4=C(C3=O)C=CC=C4OC)O)OC5CC(C(C(O5)C)O)NC(=O)C(F)(F)F)O. (2) Drug 1: CN1C(=O)N2C=NC(=C2N=N1)C(=O)N. Drug 2: C(CC(=O)O)C(=O)CN.Cl. Cell line: HCC-2998. Synergy scores: CSS=21.9, Synergy_ZIP=-5.26, Synergy_Bliss=-6.83, Synergy_Loewe=2.56, Synergy_HSA=-0.194. (3) Drug 1: C1=CN(C(=O)N=C1N)C2C(C(C(O2)CO)O)O.Cl. Drug 2: B(C(CC(C)C)NC(=O)C(CC1=CC=CC=C1)NC(=O)C2=NC=CN=C2)(O)O. Cell line: MCF7. Synergy scores: CSS=20.2, Synergy_ZIP=-6.08, Synergy_Bliss=2.60, Synergy_Loewe=-11.5, Synergy_HSA=-2.49. (4) Drug 1: C1CCC(C(C1)N)N.C(=O)(C(=O)[O-])[O-].[Pt+4]. Drug 2: CC1CCCC2(C(O2)CC(NC(=O)CC(C(C(=O)C(C1O)C)(C)C)O)C(=CC3=CSC(=N3)C)C)C. Cell line: SK-MEL-28. Synergy scores: CSS=32.0, Synergy_ZIP=-3.70, Synergy_Bliss=-2.35, Synergy_Loewe=-4.49, Synergy_HSA=1.17. (5) Drug 1: C1=CC=C(C(=C1)C(C2=CC=C(C=C2)Cl)C(Cl)Cl)Cl. Drug 2: CN1C2=C(C=C(C=C2)N(CCCl)CCCl)N=C1CCCC(=O)O.Cl. Cell line: SR. Synergy scores: CSS=6.23, Synergy_ZIP=0.116, Synergy_Bliss=2.28, Synergy_Loewe=0.0611, Synergy_HSA=-0.737. (6) Drug 1: C1CC(C1)(C(=O)O)C(=O)O.[NH2-].[NH2-].[Pt+2]. Drug 2: COC1=NC(=NC2=C1N=CN2C3C(C(C(O3)CO)O)O)N. Cell line: K-562. Synergy scores: CSS=3.36, Synergy_ZIP=-1.71, Synergy_Bliss=-3.35, Synergy_Loewe=0.123, Synergy_HSA=-2.78. (7) Drug 1: CS(=O)(=O)CCNCC1=CC=C(O1)C2=CC3=C(C=C2)N=CN=C3NC4=CC(=C(C=C4)OCC5=CC(=CC=C5)F)Cl. Drug 2: CC1=C(C(=O)C2=C(C1=O)N3CC4C(C3(C2COC(=O)N)OC)N4)N. Cell line: MDA-MB-231. Synergy scores: CSS=11.2, Synergy_ZIP=-6.00, Synergy_Bliss=-2.92, Synergy_Loewe=-0.373, Synergy_HSA=-0.0177. (8) Drug 1: C1C(C(OC1N2C=C(C(=O)NC2=O)F)CO)O. Drug 2: C1=CN(C(=O)N=C1N)C2C(C(C(O2)CO)O)O.Cl. Cell line: NCIH23. Synergy scores: CSS=49.2, Synergy_ZIP=0.281, Synergy_Bliss=-0.338, Synergy_Loewe=5.40, Synergy_HSA=6.41.